This data is from Peptide-MHC class II binding affinity with 134,281 pairs from IEDB. The task is: Regression. Given a peptide amino acid sequence and an MHC pseudo amino acid sequence, predict their binding affinity value. This is MHC class II binding data. (1) The peptide sequence is ITLTNVVNISTIQES. The MHC is H-2-IAb with pseudo-sequence H-2-IAb. The binding affinity (normalized) is 0. (2) The peptide sequence is KGIHTVFGSAFQGLF. The MHC is DRB3_0101 with pseudo-sequence DRB3_0101. The binding affinity (normalized) is 0.434. (3) The peptide sequence is STWYGKPTAAGPKDN. The MHC is DRB1_1602 with pseudo-sequence DRB1_1602. The binding affinity (normalized) is 0.208. (4) The peptide sequence is GELQIVDKIIAAFKI. The MHC is DRB1_0401 with pseudo-sequence DRB1_0401. The binding affinity (normalized) is 0.624. (5) The binding affinity (normalized) is 0.416. The peptide sequence is FQTMPGTFQTTTGEI. The MHC is DRB1_0802 with pseudo-sequence DRB1_0802.